This data is from Full USPTO retrosynthesis dataset with 1.9M reactions from patents (1976-2016). The task is: Predict the reactants needed to synthesize the given product. (1) Given the product [CH3:31][O:32][C:1]([C:3]1([N:12]([OH:25])[C:13](=[O:24])[CH2:14][C:15]2[C:20]([CH3:21])=[CH:19][C:18]([CH3:22])=[CH:17][C:16]=2[CH3:23])[CH2:8][CH2:7][N:6]([N:9]([CH3:11])[CH3:10])[CH2:5][CH2:4]1)=[O:27], predict the reactants needed to synthesize it. The reactants are: [C:1]([C:3]1([N:12]([OH:25])[C:13](=[O:24])[CH2:14][C:15]2[C:20]([CH3:21])=[CH:19][C:18]([CH3:22])=[CH:17][C:16]=2[CH3:23])[CH2:8][CH2:7][N:6]([N:9]([CH3:11])[CH3:10])[CH2:5][CH2:4]1)#N.S(=O)(=O)(O)[OH:27].[CH3:31][OH:32]. (2) Given the product [C:32]([C:35]1[C:43]2[C:38](=[CH:39][CH:40]=[CH:41][CH:42]=2)[N:37]([CH2:44][C:45]([NH:31][C@H:21]([C:16]2[C:15]([C:12]3[CH:13]=[CH:14][C:9]([Cl:8])=[CH:10][CH:11]=3)=[CH:20][CH:19]=[CH:18][N:17]=2)[CH2:22][C:23]2[CH:28]=[C:27]([F:29])[CH:26]=[C:25]([F:30])[CH:24]=2)=[O:46])[C:36]=1[CH3:48])(=[O:34])[CH3:33], predict the reactants needed to synthesize it. The reactants are: FC(F)(F)C(O)=O.[Cl:8][C:9]1[CH:14]=[CH:13][C:12]([C:15]2[C:16]([C@@H:21]([NH2:31])[CH2:22][C:23]3[CH:28]=[C:27]([F:29])[CH:26]=[C:25]([F:30])[CH:24]=3)=[N:17][CH:18]=[CH:19][CH:20]=2)=[CH:11][CH:10]=1.[C:32]([C:35]1[C:43]2[C:38](=[CH:39][CH:40]=[CH:41][CH:42]=2)[N:37]([CH2:44][C:45](O)=[O:46])[C:36]=1[CH3:48])(=[O:34])[CH3:33]. (3) Given the product [CH:1]([N:4]1[CH2:9][CH2:8][N:7]([C:10]2[S:11][C:12]3[CH:18]=[CH:17][C:16]([CH2:19][N:23]([CH3:24])[CH3:22])=[CH:15][C:13]=3[N:14]=2)[CH2:6][CH2:5]1)([CH3:3])[CH3:2], predict the reactants needed to synthesize it. The reactants are: [CH:1]([N:4]1[CH2:9][CH2:8][N:7]([C:10]2[S:11][C:12]3[CH:18]=[CH:17][C:16]([CH:19]=O)=[CH:15][C:13]=3[N:14]=2)[CH2:6][CH2:5]1)([CH3:3])[CH3:2].Cl.[CH3:22][NH:23][CH3:24].C(O)(=O)C.[BH3-]C#N.[Na+]. (4) Given the product [CH3:1][O:2][C:3](=[O:4])[C:5]([NH:6][C:7]([O:9][CH2:10][C:11]1[CH:12]=[CH:13][CH:14]=[CH:15][CH:16]=1)=[O:8])=[CH:29][CH2:28][C:24]([CH3:30])([CH3:23])[CH:25]=[CH2:26], predict the reactants needed to synthesize it. The reactants are: [CH3:1][O:2][C:3]([CH:5](P(OC)(OC)=O)[NH:6][C:7]([O:9][CH2:10][C:11]1[CH:16]=[CH:15][CH:14]=[CH:13][CH:12]=1)=[O:8])=[O:4].[CH3:23][C:24]([CH3:30])([CH:28]=[CH2:29])[CH2:25][CH:26]=O.C1CCN2C(=NCCC2)CC1. (5) Given the product [CH3:33][C:26]([O:25][C:24]1[CH:34]=[CH:35][CH:36]=[C:22]([O:10][CH2:9][CH2:8][CH2:7][C:6]2[C:2]([CH3:1])=[N:3][N:4]([C:11]3[CH:16]=[CH:15][C:14]([C:17]([F:19])([F:20])[F:18])=[CH:13][N:12]=3)[CH:5]=2)[CH:23]=1)([CH3:32])[C:27]([OH:29])=[O:28], predict the reactants needed to synthesize it. The reactants are: [CH3:1][C:2]1[C:6]([CH2:7][CH2:8][CH2:9][OH:10])=[CH:5][N:4]([C:11]2[CH:16]=[CH:15][C:14]([C:17]([F:20])([F:19])[F:18])=[CH:13][N:12]=2)[N:3]=1.O[C:22]1[CH:23]=[C:24]([CH:34]=[CH:35][CH:36]=1)[O:25][C:26]([CH3:33])([CH3:32])[C:27]([O:29]CC)=[O:28].C(P(CCCC)CCCC)CCC.N(C(N1CCCCC1)=O)=NC(N1CCCCC1)=O. (6) Given the product [CH2:32]([O:31][C:29]([N:25]1[CH2:26][CH2:27][CH2:28][C@H:24]1[C:22]([NH:21][C:18]1[S:19][CH:20]=[C:16]([C:13]2[CH:14]=[CH:15][C:10]([C:9]([OH:39])=[O:8])=[CH:11][N:12]=2)[N:17]=1)=[O:23])=[O:30])[C:33]1[CH:34]=[CH:35][CH:36]=[CH:37][CH:38]=1, predict the reactants needed to synthesize it. The reactants are: C([O:8][C:9](=[O:39])[C:10]1[CH:15]=[CH:14][C:13]([C:16]2[N:17]=[C:18]([NH:21][C:22]([C@@H:24]3[CH2:28][CH2:27][CH2:26][N:25]3[C:29]([O:31][CH2:32][C:33]3[CH:38]=[CH:37][CH:36]=[CH:35][CH:34]=3)=[O:30])=[O:23])[S:19][CH:20]=2)=[N:12][CH:11]=1)C1C=CC=CC=1.C(OC(N1CCC[C@H]1C(=O)NC1SC(C2C=CC(C(O)=O)=CC=2)=CN=1)=O)C1C=CC=CC=1.